From a dataset of Forward reaction prediction with 1.9M reactions from USPTO patents (1976-2016). Predict the product of the given reaction. Given the reactants [F:1][C:2]1[CH:7]=[CH:6][C:5]([N:8]2[CH2:13][CH2:12][N:11]3[N:14]=[C:15]([CH2:17][OH:18])[CH:16]=[C:10]3[C:9]2=[O:19])=[CH:4][CH:3]=1.Cl[C:21]1[CH:26]=[CH:25][CH:24]=[CH:23][N:22]=1.C(=O)([O-])[O-].[Cs+].[Cs+].C1(C2C=CC=CC=2)C=CC=CC=1P(C(C)(C)C)C(C)(C)C, predict the reaction product. The product is: [F:1][C:2]1[CH:7]=[CH:6][C:5]([N:8]2[CH2:13][CH2:12][N:11]3[N:14]=[C:15]([CH2:17][O:18][C:21]4[CH:26]=[CH:25][CH:24]=[CH:23][N:22]=4)[CH:16]=[C:10]3[C:9]2=[O:19])=[CH:4][CH:3]=1.